Dataset: CYP1A2 inhibition data for predicting drug metabolism from PubChem BioAssay. Task: Regression/Classification. Given a drug SMILES string, predict its absorption, distribution, metabolism, or excretion properties. Task type varies by dataset: regression for continuous measurements (e.g., permeability, clearance, half-life) or binary classification for categorical outcomes (e.g., BBB penetration, CYP inhibition). Dataset: cyp1a2_veith. (1) The drug is COCCNC(=O)c1ccc2c(c1)nc(C)n2-c1cc(OC)c(OC)c(OC)c1. The result is 0 (non-inhibitor). (2) The molecule is COC(=O)[C@@]1(Cc2ccccc2)[C@H]2c3cc(C(=O)N4CCCC4)n(Cc4ccc(C(F)(F)F)nc4)c3C[C@H]2CN1C(=O)c1ccccc1. The result is 0 (non-inhibitor). (3) The drug is CCOC(=O)CCN1C(=O)[C@H]2CC[C@@H]3/C(=N\O[C@@H]4O[C@@H](COC(C)=O)[C@@H](OC(C)=O)[C@@H](OC(C)=O)[C@H]4OC(C)=O)C[C@@H](O)[C@@H](O)[C@@H]3[C@@H]2C1=O. The result is 0 (non-inhibitor). (4) The molecule is O=C(Nc1nc2ccc(F)cc2s1)C1CCCO1. The result is 1 (inhibitor). (5) The molecule is C[C@@]12CC3CC(N)(C1)C[C@](C)(C3)C2. The result is 0 (non-inhibitor). (6) The molecule is COC(=O)[C@@]1(Cc2ccc(F)cc2)[C@H]2c3cc(C(=O)N4CCCC4)n(CCSCCO)c3C[C@H]2CN1C(=O)c1ccccc1. The result is 0 (non-inhibitor). (7) The compound is CCOC(=O)Cc1csc(NC(=O)c2sc3nc4ccc(CC)cc4cc3c2N)n1. The result is 0 (non-inhibitor). (8) The drug is CC(C)C(NS(=O)(=O)c1cccs1)C(=O)NCCN1CCN(c2ccccc2)CC1. The result is 0 (non-inhibitor). (9) The molecule is CCN1C(=O)/C(=C2\SC(=S)N(CCCOC)C2=O)c2ccccc21. The result is 1 (inhibitor).